Dataset: Experimentally validated miRNA-target interactions with 360,000+ pairs, plus equal number of negative samples. Task: Binary Classification. Given a miRNA mature sequence and a target amino acid sequence, predict their likelihood of interaction. (1) The protein sequence of the target gene is MLSPERLALPDYEYLAQRHVLTYMEDAVCQLLENREDISQYGIARFFTEYFNSVCQGTHILFREFSFVQATPHNRVSFLRAFWRCFRTVGKNGDLLTMKEYHCLLQLLCPDFPLELTQKAARIVLMDDAMDCLMSFSDFLFAFQIQFYYSEFLDSVAAIYEDLLSGKNPNTVIVPTSSSGQHRQRPALGGAGTLEGVEASLFYQCLENLCDRHKYSCPPPALVKEALSNVQRLTFYGFLMALSKHRGINQALGALPDKGDLMHDPAMDEELERLLAQVPGLVNSVTASPEASCLPSRTPP.... Result: 1 (interaction). The miRNA is hsa-miR-3909 with sequence UGUCCUCUAGGGCCUGCAGUCU. (2) The miRNA is hsa-miR-302c-5p with sequence UUUAACAUGGGGGUACCUGCUG. The protein sequence of the target gene is MSNKRPNTTDGRTDLANGSLSSSPEEMSGAEEGRETSSGIEVEASDLSLSLTGDDGGPNRTSTESRGTDTESSGEEKDSDSMEDTGHYSINDESRGHGHSDEEDEEQPRHRGQRKRASRDQDSSDDERALEDWVSSETTALPRPRWQALPALRERELGSSARFVYEACGARVFVQRFRLQHGLEGHTGCVNTLHFNQRGTWLASGSDDLKVVVWDWVRRQPVLDFESGHKSNVFQAKFLPNSGDSTLAMCARDGQVRVAELSATQCCKNTKRVAQHKGASHKLALEPDSPCTFLSAGEDA.... Result: 0 (no interaction). (3) The miRNA is hsa-miR-4540 with sequence UUAGUCCUGCCUGUAGGUUUA. The protein sequence of the target gene is MDTRSGSQCSVTPEAILNNEKLVLPPRISRVNGWSLPLHYFQVVTWAVFVGLSSATFGIFIPFLPHAWKYIAYVVTGGIFSFHLVVHLIASCIDPADSNVRLMKNYSQPMPLFDRSKHAHVIQNQFCHLCKVTVNKKTKHCISCNKCVSGFDHHCKWINNCVGSRNYWFFFSTVASATAGMLCLIAILLYVLVQYLVNPGVLRTDPRYEDVKNMNTWLLFLPLFPVQVQTLIVVIIGMLVLLLDFLGLVHLGQLLIFHIYLKAKKMTTFEYLINNRKEESSKHQAVRKDPYVQMDKGVLQ.... Result: 0 (no interaction). (4) The miRNA is hsa-miR-1301-3p with sequence UUGCAGCUGCCUGGGAGUGACUUC. The protein sequence of the target gene is MNSLFRKRNKGKYSPTVQTRSISNKELSELIEQLQKNADQVEKNIVDTEAKMQSDLARLQEGRQPEHRDVTLQKVLDSEKLLYVLEADAAIAKHMKHPQGDMIAEDIRQLKERVTNLRGKHKQIYRLAVKEVDPQVNWAALVEEKLDKLNNQSFGTDLPLVDHQVEEHNIFHNEVKAIGPHLAKDGDKEQNSELRAKYQKLLAASQARQQHLSSLQDYMQRCTNELYWLDQQAKGRMQYDWSDRNLDYPSRRRQYENFINRNLEAKEERINKLHSEGDQLLAAEHPGRNSIEAHMEAVHA.... Result: 0 (no interaction). (5) The miRNA is hsa-miR-577 with sequence UAGAUAAAAUAUUGGUACCUG. The protein sequence of the target gene is MSVGVSTSAPLSPTSGTSVGMSTFSIMDYVVFVLLLVLSLAIGLYHACRGWGRHTVGELLMADRKMGCLPVALSLLATFQSAVAILGVPSEIYRFGTQYWFLGCCYFLGLLIPAHIFIPVFYRLHLTSAYEYLELRFNKTVRVCGTVTFIFQMVIYMGVVLYAPSLALNAVTGFDLWLSVLALGIVCTVYTALGGLKAVIWTDVFQTLVMFLGQLAVIIVGSAKVGGLGRVWAVASQHGRISGFELDPDPFVRHTFWTLAFGGVFMMLSLYGVNQAQVQRYLSSRTEKAAVLSCYAVFPF.... Result: 1 (interaction). (6) The miRNA is hsa-miR-218-5p with sequence UUGUGCUUGAUCUAACCAUGU. The protein sequence of the target gene is MATATIALQVNGQQGGGSEPAAAAAVVAAGDKWKPPQGTDSIKMENGQSTAAKLGLPPLTPEQQEALQKAKKYAMEQSIKSVLVKQTIAHQQQQLTNLQMAAVTMGFGDPLSPLQSMAAQRQRALAIMCRVYVGSIYYELGEDTIRQAFAPFGPIKSIDMSWDSVTMKHKGFAFVEYEVPEAAQLALEQMNSVMLGGRNIKVGRPSNIGQAQPIIDQLAEEARAFNRIYVASVHQDLSDDDIKSVFEAFGKIKSCTLARDPTTGKHKGYGFIEYEKAQSSQDAVSSMNLFDLGGQYLRVG.... Result: 1 (interaction).